This data is from Reaction yield outcomes from USPTO patents with 853,638 reactions. The task is: Predict the reaction yield, written as a fraction of the theoretical maximum amount of product (1.0 means a 100% yield; for example, 0.34 means a 34% yield). (1) The reactants are [CH2:1]([C@@H:8]1[CH2:19][N:18]2[C:10]([C:11]3[NH:12][C:13]([CH:21]4[CH2:25][CH2:24][CH2:23][CH2:22]4)=[N:14][C:15]=3[N:16]=[C:17]2Cl)=[N:9]1)[C:2]1[CH:7]=[CH:6][CH:5]=[CH:4][CH:3]=1.[CH3:26][S:27][CH:28](C)CO.[H-].[Na+].C([O:37][CH2:38][CH3:39])(=O)C. The catalyst is O1CCCC1. The product is [CH2:1]([C@@H:8]1[CH2:19][N:18]2[C:10]([C:11]3[NH:12][C:13]([CH:21]4[CH2:25][CH2:24][CH2:23][CH2:22]4)=[N:14][C:15]=3[N:16]=[C:17]2[O:37][CH2:38][CH2:39][CH2:26][S:27][CH3:28])=[N:9]1)[C:2]1[CH:7]=[CH:6][CH:5]=[CH:4][CH:3]=1. The yield is 0.400. (2) The reactants are [CH3:1][NH:2][C:3]([C:5]1[NH:6][C:7]2[C:12]([C:13]=1[Cl:14])=[CH:11][CH:10]=[CH:9][CH:8]=2)=[O:4].CN(C)C=O.[C:20]([C:23]1[CH:28]=[CH:27][C:26](B(O)O)=[CH:25][CH:24]=1)(=[O:22])[CH3:21].C(N(CC)C(C)C)(C)C. The catalyst is C([O-])(=O)C.[Cu+2].C([O-])(=O)C. The product is [CH3:1][NH:2][C:3]([C:5]1[N:6]([C:26]2[CH:27]=[CH:28][C:23]([C:20](=[O:22])[CH3:21])=[CH:24][CH:25]=2)[C:7]2[C:12]([C:13]=1[Cl:14])=[CH:11][CH:10]=[CH:9][CH:8]=2)=[O:4]. The yield is 0.600.